From a dataset of Peptide-MHC class I binding affinity with 185,985 pairs from IEDB/IMGT. Regression. Given a peptide amino acid sequence and an MHC pseudo amino acid sequence, predict their binding affinity value. This is MHC class I binding data. (1) The peptide sequence is IYLPIVHPF. The MHC is HLA-A31:01 with pseudo-sequence HLA-A31:01. The binding affinity (normalized) is 0.588. (2) The peptide sequence is VEDYGFGIF. The MHC is HLA-B40:01 with pseudo-sequence HLA-B40:01. The binding affinity (normalized) is 0.449. (3) The peptide sequence is YDRLASTVI. The MHC is HLA-A02:01 with pseudo-sequence HLA-A02:01. The binding affinity (normalized) is 0.0847. (4) The peptide sequence is IASILSLETV. The MHC is HLA-A02:01 with pseudo-sequence HLA-A02:01. The binding affinity (normalized) is 0.441. (5) The peptide sequence is PLEGSEDRI. The MHC is HLA-A02:02 with pseudo-sequence HLA-A02:02. The binding affinity (normalized) is 0.246. (6) The peptide sequence is QIMYNYPAM. The MHC is HLA-A24:02 with pseudo-sequence HLA-A24:02. The binding affinity (normalized) is 0.362. (7) The peptide sequence is SSWNSAHEK. The MHC is HLA-A02:01 with pseudo-sequence HLA-A02:01. The binding affinity (normalized) is 0.0847.